From a dataset of Reaction yield outcomes from USPTO patents with 853,638 reactions. Predict the reaction yield, written as a fraction of the theoretical maximum amount of product (1.0 means a 100% yield; for example, 0.34 means a 34% yield). (1) The reactants are [F:1][C:2]1[CH:7]=[CH:6][C:5]([CH:8]2[C:13]3=[N:14][NH:15][C:16](=[O:21])[C:17]4[CH:18]=[CH:19][CH:20]=[C:11]([C:12]=43)[NH:10][CH:9]2[C:22]2[CH:42]=[CH:41][C:25]([CH2:26][N:27]3[CH2:32][CH2:31][N:30](C(OC(C)(C)C)=O)[CH:29]([CH3:40])[CH2:28]3)=[CH:24][CH:23]=2)=[CH:4][CH:3]=1. The catalyst is Cl.C(#N)C. The product is [F:1][C:2]1[CH:3]=[CH:4][C:5]([CH:8]2[C:13]3=[N:14][NH:15][C:16](=[O:21])[C:17]4[CH:18]=[CH:19][CH:20]=[C:11]([C:12]=43)[NH:10][CH:9]2[C:22]2[CH:42]=[CH:41][C:25]([CH2:26][N:27]3[CH2:32][CH2:31][NH:30][CH:29]([CH3:40])[CH2:28]3)=[CH:24][CH:23]=2)=[CH:6][CH:7]=1. The yield is 0.520. (2) The reactants are [S:1]1[CH:5]=[CH:4][C:3]2[CH:6]=[CH:7][CH:8]=[CH:9][C:2]1=2.C([Li])CCC.CN([CH:18]=[O:19])C. The catalyst is C1COCC1. The product is [S:1]1[C:5]([CH:18]=[O:19])=[CH:4][C:3]2[CH:6]=[CH:7][CH:8]=[CH:9][C:2]1=2. The yield is 0.260. (3) The reactants are [Br:1][C:2]1[S:14][C:13]2[C:12]3[CH:11]=[CH:10][C:9]([C:15]([O:17]C)=[O:16])=[CH:8][C:7]=3[NH:6][C:5](=[O:19])[C:4]=2[CH:3]=1.CO.C1COCC1.O.[Li+].[OH-].Cl. The catalyst is O. The product is [Br:1][C:2]1[S:14][C:13]2[C:12]3[CH:11]=[CH:10][C:9]([C:15]([OH:17])=[O:16])=[CH:8][C:7]=3[NH:6][C:5](=[O:19])[C:4]=2[CH:3]=1. The yield is 0.130. (4) The reactants are [Br:1][C:2]1[CH:3]=[C:4]([N+:19]([O-:21])=O)[C:5]([CH:8]([C:14](OCC)=O)C(OCC)=O)=[N:6][CH:7]=1.F[C:23]1[CH:28]=[CH:27][CH:26]=[CH:25][CH:24]=1.C([O-])([O-])=O.[K+].[K+]. The catalyst is CN(C=O)C. The product is [Br:1][C:2]1[CH:3]=[C:4]2[N:19]([O:21][C:23]3[CH:28]=[CH:27][CH:26]=[CH:25][CH:24]=3)[CH2:14][CH:8]=[C:5]2[NH:6][CH:7]=1. The yield is 0.500. (5) The reactants are CS[C:3]1[CH:8]=[CH:7][CH:6]=[CH:5][C:4]=1[C:9]1[NH:13][CH:12]=[C:11]([CH:14]=[O:15])[CH:10]=1.Cl[C:17]1C=CC=C(C(OO)=O)C=1.[S:27]([O-:31])([O-])(=[O:29])=S.[Na+].[Na+]. The catalyst is C(OCC)(=O)C. The product is [CH3:17][S:27]([C:3]1[CH:8]=[CH:7][CH:6]=[CH:5][C:4]=1[C:9]1[NH:13][CH:12]=[C:11]([CH:14]=[O:15])[CH:10]=1)(=[O:31])=[O:29]. The yield is 0.780. (6) The reactants are [NH2:1][C:2]1[C:3]([C:19]([NH:21][C:22]2[C:27]([N:28]3[CH2:33][CH2:32][CH:31]([NH:34]C(=O)OC(C)(C)C)[CH2:30][CH2:29]3)=[CH:26][CH:25]=[CH:24][N:23]=2)=[O:20])=[N:4][C:5]([C:8]2[N:9]=[C:10]([N:13]3[CH2:18][CH2:17][O:16][CH2:15][CH2:14]3)[S:11][CH:12]=2)=[CH:6][N:7]=1.FC(F)(F)C(O)=O. The catalyst is ClCCl. The product is [NH2:1][C:2]1[C:3]([C:19]([NH:21][C:22]2[C:27]([N:28]3[CH2:29][CH2:30][CH:31]([NH2:34])[CH2:32][CH2:33]3)=[CH:26][CH:25]=[CH:24][N:23]=2)=[O:20])=[N:4][C:5]([C:8]2[N:9]=[C:10]([N:13]3[CH2:14][CH2:15][O:16][CH2:17][CH2:18]3)[S:11][CH:12]=2)=[CH:6][N:7]=1. The yield is 0.270. (7) The reactants are Br[C:2]1[C:11]2[C:6](=[C:7]([OH:13])[CH:8]=[C:9]([OH:12])[CH:10]=2)[C:5](=[O:14])[N:4]([C:15]2[CH:20]=[CH:19][C:18]([OH:21])=[CH:17][CH:16]=2)[CH:3]=1.C(=O)([O-])[O-].[K+].[K+].[CH3:28][O:29][C:30]1[CH:35]=[CH:34][C:33](B(O)O)=[CH:32][CH:31]=1. The catalyst is C1C=CC([P]([Pd]([P](C2C=CC=CC=2)(C2C=CC=CC=2)C2C=CC=CC=2)([P](C2C=CC=CC=2)(C2C=CC=CC=2)C2C=CC=CC=2)[P](C2C=CC=CC=2)(C2C=CC=CC=2)C2C=CC=CC=2)(C2C=CC=CC=2)C2C=CC=CC=2)=CC=1. The product is [OH:12][C:9]1[CH:10]=[C:11]2[C:6](=[C:7]([OH:13])[CH:8]=1)[C:5](=[O:14])[N:4]([C:15]1[CH:20]=[CH:19][C:18]([OH:21])=[CH:17][CH:16]=1)[CH:3]=[C:2]2[C:33]1[CH:34]=[CH:35][C:30]([O:29][CH3:28])=[CH:31][CH:32]=1. The yield is 0.833. (8) The reactants are [N:1]1[CH:6]=[CH:5][CH:4]=[C:3]([C:7]2[N:8]=[N:9][N:10]([C:12]3[CH:17]=[CH:16][C:15]([CH2:18][CH2:19][CH2:20][NH2:21])=[CH:14][CH:13]=3)[CH:11]=2)[CH:2]=1.[C:22]1([C:31]2[CH:36]=[CH:35][CH:34]=[CH:33][CH:32]=2)[C:23]([C:28](O)=[O:29])=[CH:24][CH:25]=[CH:26][CH:27]=1. No catalyst specified. The product is [N:1]1[CH:6]=[CH:5][CH:4]=[C:3]([C:7]2[N:8]=[N:9][N:10]([C:12]3[CH:17]=[CH:16][C:15]([CH2:18][CH2:19][CH2:20][NH:21][C:28]([C:23]4[C:22]([C:31]5[CH:36]=[CH:35][CH:34]=[CH:33][CH:32]=5)=[CH:27][CH:26]=[CH:25][CH:24]=4)=[O:29])=[CH:14][CH:13]=3)[CH:11]=2)[CH:2]=1. The yield is 0.500.